From a dataset of Full USPTO retrosynthesis dataset with 1.9M reactions from patents (1976-2016). Predict the reactants needed to synthesize the given product. (1) Given the product [CH3:1][CH:2]1[CH2:7][CH2:6][N:5]([CH:8]2[CH2:13][CH2:12][N:11]([S:23]([C:20]3[CH:21]=[CH:22][C:17]4[N:16]=[CH:15][S:14][C:18]=4[CH:19]=3)(=[O:24])=[O:25])[CH2:10][CH2:9]2)[CH2:4][CH2:3]1, predict the reactants needed to synthesize it. The reactants are: [CH3:1][CH:2]1[CH2:7][CH2:6][N:5]([CH:8]2[CH2:13][CH2:12][NH:11][CH2:10][CH2:9]2)[CH2:4][CH2:3]1.[S:14]1[C:18]2[CH:19]=[C:20]([S:23](Cl)(=[O:25])=[O:24])[CH:21]=[CH:22][C:17]=2[N:16]=[CH:15]1. (2) Given the product [CH3:1][O:2][C:3](=[O:27])[C:4]1[CH:9]=[CH:8][C:7]([CH:10]([C:17]2[NH:25][C:20]3=[N:21][CH:22]=[CH:23][CH:24]=[C:19]3[CH:18]=2)[CH2:11][CH:12]2[CH2:16][CH2:15][CH2:14][CH2:13]2)=[CH:6][C:5]=1[F:26], predict the reactants needed to synthesize it. The reactants are: [CH3:1][O:2][C:3](=[O:27])[C:4]1[CH:9]=[CH:8][C:7]([C:10]([C:17]2[NH:25][C:20]3=[N:21][CH:22]=[CH:23][CH:24]=[C:19]3[CH:18]=2)=[CH:11][CH:12]2[CH2:16][CH2:15][CH2:14][CH2:13]2)=[CH:6][C:5]=1[F:26]. (3) Given the product [NH:1]1[C:5]2[CH:6]=[CH:7][C:8]([C:10]([N:28]3[C@@H:29]4[C@@H:24]([C:23]5[CH:32]=[CH:33][C:20]([CH2:13][C:14]6[CH:19]=[CH:18][CH:17]=[CH:16][CH:15]=6)=[CH:21][C:22]=5[CH2:31][CH2:30]4)[CH2:25][CH2:26][CH2:27]3)=[O:12])=[CH:9][C:4]=2[N:3]=[CH:2]1, predict the reactants needed to synthesize it. The reactants are: [NH:1]1[C:5]2[CH:6]=[CH:7][C:8]([C:10]([OH:12])=O)=[CH:9][C:4]=2[N:3]=[CH:2]1.[CH2:13]([C:20]1[CH:33]=[CH:32][C:23]2[C@@H:24]3[C@H:29]([CH2:30][CH2:31][C:22]=2[CH:21]=1)[NH:28][CH2:27][CH2:26][CH2:25]3)[C:14]1[CH:19]=[CH:18][CH:17]=[CH:16][CH:15]=1.C1(CC2C=CC3[C@@H]4[C@H](CCC=3C=2)NCCC4)CCCCC1.